Dataset: Full USPTO retrosynthesis dataset with 1.9M reactions from patents (1976-2016). Task: Predict the reactants needed to synthesize the given product. (1) Given the product [CH:1]([O:4][C:5]([N:7]1[CH2:13][CH2:12][CH2:11][CH:10]([NH:24][CH2:23][C:22]2[CH:25]=[C:26]([C:28]([F:29])([F:30])[F:31])[CH:27]=[C:20]([C:19]([F:18])([F:32])[F:33])[CH:21]=2)[C:9]2=[CH:15][S:16][CH:17]=[C:8]12)=[O:6])([CH3:3])[CH3:2], predict the reactants needed to synthesize it. The reactants are: [CH:1]([O:4][C:5]([N:7]1[CH2:13][CH2:12][CH2:11][C:10](=O)[C:9]2=[CH:15][S:16][CH:17]=[C:8]12)=[O:6])([CH3:3])[CH3:2].[F:18][C:19]([F:33])([F:32])[C:20]1[CH:21]=[C:22]([CH:25]=[C:26]([C:28]([F:31])([F:30])[F:29])[CH:27]=1)[CH2:23][NH2:24].[BH3-]C#N.[Na+].[OH-].[Na+]. (2) Given the product [N+:7]([C:17]1[CH:18]=[CH:19][C:12]([O:11][C:10]([F:9])([F:20])[F:21])=[C:13]([CH:16]=1)[CH:14]=[O:15])([O-:8])=[O:6], predict the reactants needed to synthesize it. The reactants are: F[B-](F)(F)F.[O:6]=[N+:7]=[O:8].[F:9][C:10]([F:21])([F:20])[O:11][C:12]1[CH:19]=[CH:18][CH:17]=[CH:16][C:13]=1[CH:14]=[O:15]. (3) Given the product [CH3:3][C:4]1[O:5][C:6]([C:12]2[CH:13]=[C:14]([CH3:18])[CH:15]=[CH:16][CH:17]=2)=[C:7]([C:9]([Cl:27])=[O:10])[N:8]=1, predict the reactants needed to synthesize it. The reactants are: N#N.[CH3:3][C:4]1[O:5][C:6]([C:12]2[CH:13]=[C:14]([CH3:18])[CH:15]=[CH:16][CH:17]=2)=[C:7]([C:9](O)=[O:10])[N:8]=1.CN(C=O)C.C(Cl)(=O)C([Cl:27])=O. (4) Given the product [C:10]([O:9][C:7]([N:5]1[CH2:6][C:2]([CH3:1])=[CH:3][C@H:4]1[C:14]([OH:16])=[O:15])=[O:8])([CH3:13])([CH3:11])[CH3:12], predict the reactants needed to synthesize it. The reactants are: [CH3:1][C:2]1[CH2:6][N:5]([C:7]([O:9][C:10]([CH3:13])([CH3:12])[CH3:11])=[O:8])[C@H:4]([C:14]([O:16]C)=[O:15])[CH:3]=1.O[Li].O. (5) Given the product [NH2:35][C:32]1[CH:33]=[CH:34][C:29]([N:4]2[C:3](=[O:42])[C:2]([CH3:1])([CH3:43])[N:6]([CH2:7][CH2:8][CH2:9][CH2:10][CH2:11][CH2:12][CH2:13][CH2:14][CH2:15][S:16]([CH2:18][CH2:19][CH2:20][C:21]([F:26])([F:27])[C:22]([F:25])([F:23])[F:24])=[O:17])[C:5]2=[O:28])=[CH:30][C:31]=1[CH3:38], predict the reactants needed to synthesize it. The reactants are: [CH3:1][C:2]1([CH3:43])[N:6]([CH2:7][CH2:8][CH2:9][CH2:10][CH2:11][CH2:12][CH2:13][CH2:14][CH2:15][S:16]([CH2:18][CH2:19][CH2:20][C:21]([F:27])([F:26])[C:22]([F:25])([F:24])[F:23])=[O:17])[C:5](=[O:28])[N:4]([C:29]2[CH:34]=[CH:33][C:32]([N+:35]([O-])=O)=[C:31]([C:38](F)(F)F)[CH:30]=2)[C:3]1=[O:42].NC1C=CC(N2C(=O)C(C)(C)N(CCCCCCCCCSCCCC(F)(F)C(F)(F)F)C2=O)=CC=1C. (6) Given the product [C:1]([O:4][C:5]1[CH:6]=[CH:7][C:8]([C:9]([NH:14][CH2:15][C:16]2([OH:31])[CH2:17][CH2:18][CH:19]([O:22][CH2:23][C:24]3[CH:25]=[CH:26][C:27]([F:30])=[CH:28][CH:29]=3)[CH2:20][CH2:21]2)=[O:11])=[CH:12][CH:13]=1)(=[O:3])[CH3:2], predict the reactants needed to synthesize it. The reactants are: [C:1]([O:4][C:5]1[CH:13]=[CH:12][C:8]([C:9]([OH:11])=O)=[CH:7][CH:6]=1)(=[O:3])[CH3:2].[NH2:14][CH2:15][C:16]1([OH:31])[CH2:21][CH2:20][CH:19]([O:22][CH2:23][C:24]2[CH:29]=[CH:28][C:27]([F:30])=[CH:26][CH:25]=2)[CH2:18][CH2:17]1. (7) The reactants are: [P:1]([O-:45])([O-:44])([O:3][C:4](C(C)(C)C)(C(C)(C)C)[N:5]1[CH:9]=[CH:8][S:7]/[C:6]/1=[N:10]\[S:11]([C:14]1[CH:19]=[CH:18][C:17]([O:20][C:21]2[CH:26]=[CH:25][C:24]([Cl:27])=[CH:23][C:22]=2[C:28]2[N:32]([CH3:33])[N:31]=[CH:30][CH:29]=2)=[C:16]([C:34]#[N:35])[CH:15]=1)(=[O:13])=[O:12])=[O:2].FC(F)(F)C(O)=O. Given the product [P:1]([OH:45])([OH:44])([O:3][CH2:4][N:5]1[CH:9]=[CH:8][S:7]/[C:6]/1=[N:10]\[S:11]([C:14]1[CH:19]=[CH:18][C:17]([O:20][C:21]2[CH:26]=[CH:25][C:24]([Cl:27])=[CH:23][C:22]=2[C:28]2[N:32]([CH3:33])[N:31]=[CH:30][CH:29]=2)=[C:16]([C:34]#[N:35])[CH:15]=1)(=[O:12])=[O:13])=[O:2], predict the reactants needed to synthesize it. (8) Given the product [OH:11][CH2:10][C:2]1[NH:1][C:9]2[C:4]([CH:3]=1)=[CH:5][CH:6]=[CH:7][CH:8]=2, predict the reactants needed to synthesize it. The reactants are: [NH:1]1[C:9]2[C:4](=[CH:5][CH:6]=[CH:7][CH:8]=2)[CH:3]=[C:2]1[C:10](O)=[O:11]. (9) Given the product [F:1][C:2]1[CH:7]=[CH:6][C:5]([C@H:8]([NH:25][S:26]([C:29]2[CH:34]=[CH:33][CH:32]=[C:31]([C:35]([F:38])([F:36])[F:37])[CH:30]=2)(=[O:27])=[O:28])[CH2:9][C:10]([NH:12][C@@H:13]2[CH2:22][CH2:21][C:20]3[C:15](=[CH:16][CH:17]=[C:18]([CH:23]=[O:43])[CH:19]=3)[CH2:14]2)=[O:11])=[CH:4][CH:3]=1, predict the reactants needed to synthesize it. The reactants are: [F:1][C:2]1[CH:7]=[CH:6][C:5]([C@H:8]([NH:25][S:26]([C:29]2[CH:34]=[CH:33][CH:32]=[C:31]([C:35]([F:38])([F:37])[F:36])[CH:30]=2)(=[O:28])=[O:27])[CH2:9][C:10]([NH:12][C@@H:13]2[CH2:22][CH2:21][C:20]3[C:15](=[CH:16][CH:17]=[C:18]([CH:23]=C)[CH:19]=3)[CH2:14]2)=[O:11])=[CH:4][CH:3]=1.C([OH:43])(C)(C)C.C1COCC1.O.C[N+]1([O-])CCOCC1.P([O-])([O-])([O-])=O. (10) Given the product [CH3:48][S:49]([O:30][CH:28]([C:10]1[CH:9]=[C:8]([N:7]([CH2:31][O:32][CH2:33][CH2:34][Si:35]([CH3:38])([CH3:37])[CH3:36])[CH2:6][O:5][CH2:4][CH2:3][Si:2]([CH3:39])([CH3:1])[CH3:40])[N:13]2[N:14]=[CH:15][C:16]([C:17]3[CH:18]=[N:19][C:20]4[C:25]([CH:26]=3)=[CH:24][C:23]([F:27])=[CH:22][CH:21]=4)=[C:12]2[N:11]=1)[CH3:29])(=[O:51])=[O:50], predict the reactants needed to synthesize it. The reactants are: [CH3:1][Si:2]([CH3:40])([CH3:39])[CH2:3][CH2:4][O:5][CH2:6][N:7]([CH2:31][O:32][CH2:33][CH2:34][Si:35]([CH3:38])([CH3:37])[CH3:36])[C:8]1[N:13]2[N:14]=[CH:15][C:16]([C:17]3[CH:18]=[N:19][C:20]4[C:25]([CH:26]=3)=[CH:24][C:23]([F:27])=[CH:22][CH:21]=4)=[C:12]2[N:11]=[C:10]([CH:28]([OH:30])[CH3:29])[CH:9]=1.C(N(CC)CC)C.[CH3:48][S:49](Cl)(=[O:51])=[O:50].